This data is from Reaction yield outcomes from USPTO patents with 853,638 reactions. The task is: Predict the reaction yield, written as a fraction of the theoretical maximum amount of product (1.0 means a 100% yield; for example, 0.34 means a 34% yield). The reactants are [F:1][C:2]1[CH:7]=[CH:6][C:5]([C@:8]2([CH2:29][CH2:30][C:31](N)=[O:32])[O:13][C:12](=[O:14])[N:11]([C@H:15]([C:17]3[CH:22]=[CH:21][C:20]([C:23]4[CH:24]=[N:25][CH:26]=[CH:27][CH:28]=4)=[CH:19][CH:18]=3)[CH3:16])[CH2:10][CH2:9]2)=[CH:4][CH:3]=1.C1C=C(Cl)C=C(C(OO)=[O:42])C=1. The catalyst is C(Cl)Cl. The product is [F:1][C:2]1[CH:7]=[CH:6][C:5]([C@:8]2([CH2:29][CH2:30][C:31]([OH:32])=[O:42])[O:13][C:12](=[O:14])[N:11]([C@H:15]([C:17]3[CH:22]=[CH:21][C:20]([C:23]4[CH:24]=[N:25][CH:26]=[CH:27][CH:28]=4)=[CH:19][CH:18]=3)[CH3:16])[CH2:10][CH2:9]2)=[CH:4][CH:3]=1. The yield is 0.150.